From a dataset of Catalyst prediction with 721,799 reactions and 888 catalyst types from USPTO. Predict which catalyst facilitates the given reaction. Reactant: Cl[C:2]1[C:3]2[C:4](=[CH:17][N:18](CC3C=CC(OC)=CC=3)[N:19]=2)[N:5]=[C:6]([C:8]2[CH:9]=[C:10]3[NH:16][CH:15]=[CH:14][C:11]3=[N:12][CH:13]=2)[N:7]=1.[NH2:29][C:30]1[CH:35]=[CH:34][C:33]([N:36]2[CH2:41][CH2:40][N:39]([C:42](=[O:44])[CH3:43])[CH2:38][CH2:37]2)=[CH:32][CH:31]=1.Cl. Product: [NH:16]1[C:10]2[C:11](=[N:12][CH:13]=[C:8]([C:6]3[N:7]=[C:2]([NH:29][C:30]4[CH:31]=[CH:32][C:33]([N:36]5[CH2:37][CH2:38][N:39]([C:42](=[O:44])[CH3:43])[CH2:40][CH2:41]5)=[CH:34][CH:35]=4)[C:3]4[NH:19][N:18]=[CH:17][C:4]=4[N:5]=3)[CH:9]=2)[CH:14]=[CH:15]1. The catalyst class is: 71.